This data is from Full USPTO retrosynthesis dataset with 1.9M reactions from patents (1976-2016). The task is: Predict the reactants needed to synthesize the given product. Given the product [CH3:24][N:2]([CH3:1])[C:3]1[CH:4]=[CH:5][C:6]([CH2:7][CH:8]2[C:17]3[C:12](=[CH:13][C:14]([O:20][CH3:21])=[C:15]([O:18][CH3:19])[CH:16]=3)[CH2:11][CH2:10][N:9]2[CH2:26][C:27]([NH:30][CH:31]2[C:39]3[C:34](=[CH:35][CH:36]=[CH:37][CH:38]=3)[CH2:33][CH2:32]2)=[O:28])=[CH:22][CH:23]=1, predict the reactants needed to synthesize it. The reactants are: [CH3:1][N:2]([CH3:24])[C:3]1[CH:23]=[CH:22][C:6]([CH2:7][CH:8]2[C:17]3[C:12](=[CH:13][C:14]([O:20][CH3:21])=[C:15]([O:18][CH3:19])[CH:16]=3)[CH2:11][CH2:10][NH:9]2)=[CH:5][CH:4]=1.Br[CH2:26][C:27](Br)=[O:28].[NH2:30][CH:31]1[C:39]2[C:34](=[CH:35][CH:36]=[CH:37][CH:38]=2)[CH2:33][CH2:32]1.